Task: Predict the reactants needed to synthesize the given product.. Dataset: Full USPTO retrosynthesis dataset with 1.9M reactions from patents (1976-2016) Given the product [F:16][C:17]1[CH:18]=[N:19][CH:20]=[CH:21][C:22]=1/[CH:23]=[C:8]1/[C:9](=[O:15])[C:10]2[C:5]([CH2:6][CH2:7]/1)=[CH:4][C:3]([O:2][CH3:1])=[C:12]([O:13][CH3:14])[CH:11]=2, predict the reactants needed to synthesize it. The reactants are: [CH3:1][O:2][C:3]1[CH:4]=[C:5]2[C:10](=[CH:11][C:12]=1[O:13][CH3:14])[C:9](=[O:15])[CH2:8][CH2:7][CH2:6]2.[F:16][C:17]1[CH:18]=[N:19][CH:20]=[CH:21][C:22]=1[CH:23]=O.